This data is from Peptide-MHC class II binding affinity with 134,281 pairs from IEDB. The task is: Regression. Given a peptide amino acid sequence and an MHC pseudo amino acid sequence, predict their binding affinity value. This is MHC class II binding data. The peptide sequence is IAKVPPGPNITATYG. The MHC is DRB5_0101 with pseudo-sequence DRB5_0101. The binding affinity (normalized) is 0.0713.